Task: Predict the product of the given reaction.. Dataset: Forward reaction prediction with 1.9M reactions from USPTO patents (1976-2016) (1) The product is: [CH:26]1([NH:25][C:12]2[C:13]([NH:14][C:15](=[O:24])[C:16]3[CH:21]=[CH:20][CH:19]=[N:18][C:17]=3[CH2:22][CH3:23])=[C:8]([C:39]3[CH:38]=[CH:37][C:36]([Cl:35])=[CH:41][C:40]=3[Cl:42])[N:9]=[CH:10][N:11]=2)[CH2:28][CH2:27]1. Given the reactants O1CCOCC1.Cl[C:8]1[C:13]([NH:14][C:15](=[O:24])[C:16]2[CH:21]=[CH:20][CH:19]=[N:18][C:17]=2[CH2:22][CH3:23])=[C:12]([NH:25][CH:26]2[CH2:28][CH2:27]2)[N:11]=[CH:10][N:9]=1.C(=O)([O-])[O-].[Na+].[Na+].[Cl:35][C:36]1[CH:41]=[C:40]([Cl:42])[CH:39]=[CH:38][C:37]=1B(O)O, predict the reaction product. (2) Given the reactants [C:1](Cl)(=O)[C:2]([Cl:4])=[O:3].[Cl:7][C:8]1[S:12]C(C(O)=O)=[CH:10][CH:9]=1, predict the reaction product. The product is: [Cl:7][C:8]1[S:12][C:1]([C:2]([Cl:4])=[O:3])=[CH:10][CH:9]=1. (3) Given the reactants [F:1][C:2]([F:10])([F:9])[CH2:3][CH2:4][S:5](Cl)(=[O:7])=[O:6].[Cl:11][C:12]1[CH:17]=[C:16]([Cl:18])[CH:15]=[CH:14][C:13]=1[N:19]1[C:23]([C:24]2[CH:29]=[CH:28][C:27]([OH:30])=[CH:26][CH:25]=2)=[C:22]([CH3:31])[C:21]([C:32]([NH:34][CH:35]2[CH2:40][CH2:39][CH2:38][CH:37]([NH:41][C:42](=[O:48])[O:43][C:44]([CH3:47])([CH3:46])[CH3:45])[CH2:36]2)=[O:33])=[N:20]1.O, predict the reaction product. The product is: [F:1][C:2]([F:10])([F:9])[CH2:3][CH2:4][S:5]([O:30][C:27]1[CH:28]=[CH:29][C:24]([C:23]2[N:19]([C:13]3[CH:14]=[CH:15][C:16]([Cl:18])=[CH:17][C:12]=3[Cl:11])[N:20]=[C:21]([C:32]([NH:34][CH:35]3[CH2:40][CH2:39][CH2:38][CH:37]([NH:41][C:42]([O:43][C:44]([CH3:46])([CH3:45])[CH3:47])=[O:48])[CH2:36]3)=[O:33])[C:22]=2[CH3:31])=[CH:25][CH:26]=1)(=[O:7])=[O:6]. (4) The product is: [Cl:22][C:23]1[CH:31]=[CH:30][CH:29]=[CH:28][C:24]=1[C:25]([NH:1][C:2]1[C:11]2[C:6](=[CH:7][CH:8]=[CH:9][CH:10]=2)[CH:5]=[CH:4][C:3]=1[C:12]([OH:21])([C:13]([F:14])([F:15])[F:16])[C:17]([F:18])([F:19])[F:20])=[O:26]. Given the reactants [NH2:1][C:2]1[C:11]2[C:6](=[CH:7][CH:8]=[CH:9][CH:10]=2)[CH:5]=[CH:4][C:3]=1[C:12]([OH:21])([C:17]([F:20])([F:19])[F:18])[C:13]([F:16])([F:15])[F:14].[Cl:22][C:23]1[CH:31]=[CH:30][CH:29]=[CH:28][C:24]=1[C:25](Cl)=[O:26], predict the reaction product. (5) Given the reactants [Cl:1][C:2]1[CH:7]=[CH:6][C:5]([CH:8]([C:21]2[CH:26]=[CH:25][C:24]([Cl:27])=[CH:23][CH:22]=2)[C:9]2[CH:10]=[C:11]3[C:16](=[CH:17][CH:18]=2)[NH:15][C:14](=[O:19])[CH:13]=[C:12]3[Br:20])=[CH:4][CH:3]=1.CN(C)C=O.[H-].[Na+].Br[CH2:36][C:37]([NH2:39])=[O:38], predict the reaction product. The product is: [Cl:1][C:2]1[CH:3]=[CH:4][C:5]([CH:8]([C:21]2[CH:26]=[CH:25][C:24]([Cl:27])=[CH:23][CH:22]=2)[C:9]2[CH:10]=[C:11]3[C:16](=[CH:17][CH:18]=2)[N:15]([CH2:36][C:37]([NH2:39])=[O:38])[C:14](=[O:19])[CH:13]=[C:12]3[Br:20])=[CH:6][CH:7]=1. (6) Given the reactants [CH3:1][C:2](=O)[CH2:3][CH2:4][CH2:5][CH2:6][CH2:7][CH2:8][CH2:9][CH2:10][CH3:11].C(OP([CH2:21][C:22]([O:24][CH3:25])=[O:23])(OCC)=O)C.C[O-].[Na+], predict the reaction product. The product is: [CH3:11][C:10]([CH2:9][CH2:8][CH2:7][CH2:6][CH2:5][CH2:4][CH2:3][CH2:2][CH3:1])=[CH:21][C:22]([O:24][CH3:25])=[O:23]. (7) Given the reactants N1(CC[C:9]2[CH:10]=[C:11](/[CH:15]=[CH:16]/[C:17]3[N:18]=[CH:19][C:20]4[CH:21]=[CH:22][C:23]5[C:32]6[C:31](=[O:33])[NH:30][CH2:29][C:28]=6[NH:27][C:24]=5[C:25]=4[CH:26]=3)[CH:12]=[CH:13][CH:14]=2)CCOCC1, predict the reaction product. The product is: [CH2:15]([N:30]1[C:31](=[O:33])[C:32]2[C:23]3[CH:22]=[CH:21][C:20]4[CH:19]=[N:18][C:17](/[CH:16]=[CH:15]/[C:11]5[CH:12]=[CH:13][CH:14]=[CH:9][CH:10]=5)=[CH:26][C:25]=4[C:24]=3[NH:27][C:28]=2[CH2:29]1)[C:11]1[CH:12]=[CH:13][CH:14]=[CH:9][CH:10]=1.